From a dataset of Full USPTO retrosynthesis dataset with 1.9M reactions from patents (1976-2016). Predict the reactants needed to synthesize the given product. (1) Given the product [CH2:1]([O:3][C:4](=[O:20])[C:5]([O:8][C:9]1[CH:14]=[CH:13][C:12]([S:15][CH2:16][C:17]2[C:24]([CH:39]3[CH2:40][CH2:41]3)=[N:25][C:26]([C:29]3[CH:34]=[CH:33][C:32]([C:35]([F:38])([F:37])[F:36])=[CH:31][CH:30]=3)=[N:27][CH:28]=2)=[CH:11][C:10]=1[CH3:19])([CH3:7])[CH3:6])[CH3:2], predict the reactants needed to synthesize it. The reactants are: [CH2:1]([O:3][C:4](=[O:20])[C:5]([O:8][C:9]1[CH:14]=[CH:13][C:12]([S:15][C:16](=O)[CH3:17])=[CH:11][C:10]=1[CH3:19])([CH3:7])[CH3:6])[CH3:2].ClCC1[C:24]([CH:39]2[CH2:41][CH2:40]2)=[N:25][C:26]([C:29]2[CH:34]=[CH:33][C:32]([C:35]([F:38])([F:37])[F:36])=[CH:31][CH:30]=2)=[N:27][CH:28]=1. (2) Given the product [O:1]1[CH:5]=[CH:4][CH:3]=[C:2]1[CH2:6][C:7]1[N:16]([C:10]2[CH:11]=[CH:12][CH:13]=[CH:14][CH:15]=2)[C:17](=[S:20])[NH:18][N:19]=1, predict the reactants needed to synthesize it. The reactants are: [O:1]1[CH:5]=[CH:4][CH:3]=[C:2]1[CH2:6][C:7](O)=O.[C:10]1([NH:16][C:17](=[S:20])[NH:18][NH2:19])[CH:15]=[CH:14][CH:13]=[CH:12][CH:11]=1. (3) Given the product [CH2:1]([O:3][C:4]([C:6]1[N:7]([C:26]2[CH:27]=[CH:28][C:23]([O:22][CH:17]3[CH2:21][CH2:20][CH2:19][CH2:18]3)=[CH:24][CH:25]=2)[C:8]2[C:13]([C:14]=1[Cl:15])=[CH:12][C:11]([Br:16])=[CH:10][CH:9]=2)=[O:5])[CH3:2], predict the reactants needed to synthesize it. The reactants are: [CH2:1]([O:3][C:4]([C:6]1[NH:7][C:8]2[C:13]([C:14]=1[Cl:15])=[CH:12][C:11]([Br:16])=[CH:10][CH:9]=2)=[O:5])[CH3:2].[CH:17]1([O:22][C:23]2[CH:28]=[CH:27][C:26](B(O)O)=[CH:25][CH:24]=2)[CH2:21][CH2:20][CH2:19][CH2:18]1. (4) Given the product [C:19]([C:17]1[CH:18]=[C:13]([C:12]([OH:29])=[O:11])[C:14]([OH:21])=[CH:15][CH:16]=1)#[N:20], predict the reactants needed to synthesize it. The reactants are: C(O)C.C([O:11][C:12](=[O:29])[C:13]1[CH:18]=[C:17]([C:19]#[N:20])[CH:16]=[CH:15][C:14]=1[O:21]CC1C=CC=CC=1)C1C=CC=CC=1.